Dataset: Forward reaction prediction with 1.9M reactions from USPTO patents (1976-2016). Task: Predict the product of the given reaction. (1) Given the reactants [Na].[CH3:2][CH:3]([C:9](OCC)=O)[C:4]([O:6]CC)=[O:5].BrC[C:16]1[CH:21]=[CH:20][CH:19]=[CH:18][C:17]=1[CH2:22]Br.[OH-:24].[K+], predict the reaction product. The product is: [C:18]1([CH2:9][CH:3]([CH3:2])[C:4]([OH:6])=[O:5])[CH:19]=[CH:20][CH:21]=[CH:16][C:17]=1[CH2:22][CH:3]([CH3:2])[C:4]([OH:5])=[O:24]. (2) Given the reactants CC(COC1N(C(OCC(C)C)=O)C2C(=CC=CC=2)C=C1)C.[NH2:23][CH2:24][CH2:25][CH2:26][C@@H:27]([NH:30][C:31](=[O:53])[CH2:32][C@H:33]([O:45][CH2:46][C:47]1[CH:52]=[CH:51][CH:50]=[CH:49][CH:48]=1)[CH2:34][CH2:35][CH2:36][CH2:37][CH2:38][CH2:39][CH2:40][CH2:41][CH2:42][CH2:43][CH3:44])[CH2:28][OH:29].[CH2:54]([O:61][C:62]([NH:64][CH2:65][CH2:66][CH2:67][CH2:68][CH2:69][C:70](O)=[O:71])=[O:63])[C:55]1[CH:60]=[CH:59][CH:58]=[CH:57][CH:56]=1, predict the reaction product. The product is: [CH2:54]([O:61][C:62]([NH:64][CH2:65][CH2:66][CH2:67][CH2:68][CH2:69][C:70]([NH:23][CH2:24][CH2:25][CH2:26][C@@H:27]([NH:30][C:31](=[O:53])[CH2:32][C@H:33]([O:45][CH2:46][C:47]1[CH:52]=[CH:51][CH:50]=[CH:49][CH:48]=1)[CH2:34][CH2:35][CH2:36][CH2:37][CH2:38][CH2:39][CH2:40][CH2:41][CH2:42][CH2:43][CH3:44])[CH2:28][OH:29])=[O:71])=[O:63])[C:55]1[CH:60]=[CH:59][CH:58]=[CH:57][CH:56]=1. (3) The product is: [CH2:1]([C:4]1[CH:5]=[C:6](/[CH:9]=[CH:16]/[C:11]([O:13][CH2:14][CH3:15])=[O:12])[NH:7][CH:8]=1)[CH2:2][CH3:3]. Given the reactants [CH2:1]([C:4]1[CH:5]=[C:6]([CH:9]=O)[NH:7][CH:8]=1)[CH2:2][CH3:3].[C:11]([CH:16]=P(C1C=CC=CC=1)(C1C=CC=CC=1)C1C=CC=CC=1)([O:13][CH2:14][CH3:15])=[O:12], predict the reaction product. (4) The product is: [Cl:1][C:2]1[CH:3]=[C:4]([CH:18]=[C:19]([Cl:22])[C:20]=1[Cl:21])[CH2:5][N:6]1[CH:10]=[C:9]([C:11]2[S:12][C:13]([C:16]3[NH:27][N:26]=[N:25][N:17]=3)=[CH:14][N:15]=2)[N:8]=[N:7]1. Given the reactants [Cl:1][C:2]1[CH:3]=[C:4]([CH:18]=[C:19]([Cl:22])[C:20]=1[Cl:21])[CH2:5][N:6]1[CH:10]=[C:9]([C:11]2[S:12][C:13]([C:16]#[N:17])=[CH:14][N:15]=2)[N:8]=[N:7]1.[Cl-].[NH4+].[N-:25]=[N+:26]=[N-:27].[Na+].Cl, predict the reaction product. (5) Given the reactants [C:1]([NH:4][C:5]1[C:21]([NH2:22])=[CH:20][CH:19]=[CH:18][C:6]=1[O:7][CH2:8][CH2:9][CH2:10][CH2:11][CH2:12][C:13]([O:15][CH2:16][CH3:17])=[O:14])(=[O:3])[CH3:2].Br[CH2:24][C:25]1[CH:30]=[CH:29][C:28]([O:31][CH2:32][CH2:33][CH2:34][CH2:35][CH3:36])=[CH:27][C:26]=1[Cl:37].C(=O)([O-])[O-].[K+].[K+], predict the reaction product. The product is: [C:1]([NH:4][C:5]1[C:21]([NH:22][CH2:24][C:25]2[CH:30]=[CH:29][C:28]([O:31][CH2:32][CH2:33][CH2:34][CH2:35][CH3:36])=[CH:27][C:26]=2[Cl:37])=[CH:20][CH:19]=[CH:18][C:6]=1[O:7][CH2:8][CH2:9][CH2:10][CH2:11][CH2:12][C:13]([O:15][CH2:16][CH3:17])=[O:14])(=[O:3])[CH3:2]. (6) Given the reactants [Cl:1][C:2]1[CH:3]=[CH:4][C:5]([O:11][CH2:12][C:13]2[CH:18]=[CH:17][CH:16]=[CH:15][CH:14]=2)=[C:6](B(O)O)[CH:7]=1.C(=O)([O-])[O-].[K+].[K+].[CH2:25]([O:27][C:28](=[O:42])[C:29]1[C:34]([CH3:35])=[CH:33][CH:32]=[C:31]([C:36]2[CH2:40][CH2:39][CH2:38][C:37]=2Br)[CH:30]=1)[CH3:26].O, predict the reaction product. The product is: [CH2:25]([O:27][C:28](=[O:42])[C:29]1[CH:30]=[C:31]([C:36]2[CH2:40][CH:39]=[CH:38][C:37]=2[C:6]2[CH:7]=[C:2]([Cl:1])[CH:3]=[CH:4][C:5]=2[O:11][CH2:12][C:13]2[CH:18]=[CH:17][CH:16]=[CH:15][CH:14]=2)[CH:32]=[CH:33][C:34]=1[CH3:35])[CH3:26]. (7) Given the reactants [F-].C([N+](CCCC)(CCCC)CCCC)CCC.[C:19]([O:23][C:24]([N:26]1[CH2:31][C@H:30]([O:32][CH2:33][O:34][CH2:35][C:36]2[CH:41]=[CH:40][CH:39]=[CH:38][CH:37]=2)[CH2:29][CH2:28][C@@H:27]1[CH:42]=[O:43])=[O:25])([CH3:22])([CH3:21])[CH3:20].[F:44][C:45]1[CH:50]=[C:49]([CH2:51][CH2:52][N+:53]([O-:55])=[O:54])[CH:48]=[C:47]([F:56])[CH:46]=1, predict the reaction product. The product is: [C:19]([O:23][C:24]([N:26]1[CH2:31][C@H:30]([O:32][CH2:33][O:34][CH2:35][C:36]2[CH:41]=[CH:40][CH:39]=[CH:38][CH:37]=2)[CH2:29][CH2:28][C@@H:27]1[CH:42]([OH:43])[CH:52]([N+:53]([O-:55])=[O:54])[CH2:51][C:49]1[CH:50]=[C:45]([F:44])[CH:46]=[C:47]([F:56])[CH:48]=1)=[O:25])([CH3:22])([CH3:21])[CH3:20]. (8) Given the reactants [Br:1][C:2]1[CH:7]=[CH:6][CH:5]=[CH:4][C:3]=1[C:8]1[O:9][C:10]([C:16]([F:19])([F:18])[F:17])=[C:11]([C:13]([OH:15])=O)[N:12]=1.[CH2:20]([N:22]([CH3:30])[C:23]1[CH:28]=[CH:27][C:26]([NH2:29])=[CH:25][N:24]=1)[CH3:21], predict the reaction product. The product is: [CH2:20]([N:22]([CH3:30])[C:23]1[N:24]=[CH:25][C:26]([NH:29][C:13]([C:11]2[N:12]=[C:8]([C:3]3[CH:4]=[CH:5][CH:6]=[CH:7][C:2]=3[Br:1])[O:9][C:10]=2[C:16]([F:19])([F:18])[F:17])=[O:15])=[CH:27][CH:28]=1)[CH3:21]. (9) Given the reactants Cl.[F:2][C:3]1[CH:16]=[CH:15][C:6]([C:7]([CH:9]2[CH2:14][CH2:13][NH:12][CH2:11][CH2:10]2)=[O:8])=[CH:5][CH:4]=1.C(N(CC)CC)C.[F:24][C:25]1[CH:30]=[CH:29][C:28]([N:31]=[C:32]=[O:33])=[CH:27][CH:26]=1, predict the reaction product. The product is: [F:24][C:25]1[CH:30]=[CH:29][C:28]([NH:31][C:32]([N:12]2[CH2:13][CH2:14][CH:9]([C:7](=[O:8])[C:6]3[CH:5]=[CH:4][C:3]([F:2])=[CH:16][CH:15]=3)[CH2:10][CH2:11]2)=[O:33])=[CH:27][CH:26]=1.